This data is from Forward reaction prediction with 1.9M reactions from USPTO patents (1976-2016). The task is: Predict the product of the given reaction. The product is: [F:35][C:36]([F:46])([F:47])[C:37]([C:42]([F:43])([F:44])[F:45])=[CH:38][C:39]([NH:16][C@:8]([C:5]1[CH:6]=[CH:7][C:2]([F:1])=[C:3]([O:31][CH:32]([CH3:34])[CH3:33])[CH:4]=1)([C:17]1[CH:22]=[C:21]([O:23][C:24]([F:28])([F:29])[CH:25]([F:27])[F:26])[CH:20]=[C:19]([F:30])[CH:18]=1)[CH2:9][C:10]1[CH:11]=[CH:12][CH:13]=[CH:14][CH:15]=1)=[O:40]. Given the reactants [F:1][C:2]1[CH:7]=[CH:6][C:5]([C@:8]([C:17]2[CH:22]=[C:21]([O:23][C:24]([F:29])([F:28])[CH:25]([F:27])[F:26])[CH:20]=[C:19]([F:30])[CH:18]=2)([NH2:16])[CH2:9][C:10]2[CH:15]=[CH:14][CH:13]=[CH:12][CH:11]=2)=[CH:4][C:3]=1[O:31][CH:32]([CH3:34])[CH3:33].[F:35][C:36]([F:47])([F:46])[C:37]([C:42]([F:45])([F:44])[F:43])=[CH:38][C:39](O)=[O:40], predict the reaction product.